From a dataset of Catalyst prediction with 721,799 reactions and 888 catalyst types from USPTO. Predict which catalyst facilitates the given reaction. (1) Reactant: [NH2:1][C:2]1[CH:9]=[C:8]([O:10][CH3:11])[C:7]([O:12][CH3:13])=[CH:6][C:3]=1[C:4]#[N:5].[C:14]1([Mg]Br)[CH:19]=[CH:18][CH:17]=[CH:16][CH:15]=1. Product: [NH:5]=[C:4]([C:14]1[CH:19]=[CH:18][CH:17]=[CH:16][CH:15]=1)[C:3]1[CH:6]=[C:7]([O:12][CH3:13])[C:8]([O:10][CH3:11])=[CH:9][C:2]=1[NH2:1]. The catalyst class is: 1. (2) Reactant: C[C:2]1([C:9]([OH:11])=[O:10])[CH2:8][CH2:7][CH2:6][CH2:5][CH2:4][CH2:3]1.[CH:12](NC(C)C)(C)C.[Li].[CH3:20][O:21][C:22](Cl)=[O:23]. Product: [C:2]1([C:9]([O:11][CH3:12])=[O:10])([C:22]([O:21][CH3:20])=[O:23])[CH2:8][CH2:7][CH2:6][CH2:5][CH2:4][CH2:3]1. The catalyst class is: 1.